This data is from Catalyst prediction with 721,799 reactions and 888 catalyst types from USPTO. The task is: Predict which catalyst facilitates the given reaction. (1) Reactant: [CH3:1][C:2]1[CH:3]=[C:4]([N:9]2[C:13]3[CH:14]=[CH:15][CH:16]=[C:17]([C:18]#[N:19])[C:12]=3[N:11]=[CH:10]2)[CH:5]=[CH:6][C:7]=1[CH3:8].[I:20][CH3:21]. Product: [I-:20].[C:18]([C:17]1[C:12]2[N+:11]([CH3:21])=[CH:10][N:9]([C:4]3[CH:5]=[CH:6][C:7]([CH3:8])=[C:2]([CH3:1])[CH:3]=3)[C:13]=2[CH:14]=[CH:15][CH:16]=1)#[N:19]. The catalyst class is: 23. (2) Product: [Br:26][CH2:13][C:10]1[CH:11]=[N:12][C:2]([Cl:1])=[C:3]([CH:9]=1)[C:4]([O:6][CH2:7][CH3:8])=[O:5]. Reactant: [Cl:1][C:2]1[N:12]=[CH:11][C:10]([CH3:13])=[CH:9][C:3]=1[C:4]([O:6][CH2:7][CH3:8])=[O:5].N(C(C)(C)C#N)=NC(C)(C)C#N.[Br:26]N1C(=O)CCC1=O.[Cl-].[Na+]. The catalyst class is: 53. (3) Reactant: [CH2:1]([N:3]1[C:7]2=[N:8][CH:9]=[C:10]([N+:12]([O-])=O)[CH:11]=[C:6]2[CH:5]=[C:4]1[C:15]1[CH:20]=[CH:19][C:18]([CH3:21])=[CH:17][CH:16]=1)[CH3:2]. Product: [CH2:1]([N:3]1[C:7]2=[N:8][CH:9]=[C:10]([NH2:12])[CH:11]=[C:6]2[CH:5]=[C:4]1[C:15]1[CH:20]=[CH:19][C:18]([CH3:21])=[CH:17][CH:16]=1)[CH3:2]. The catalyst class is: 871.